This data is from Reaction yield outcomes from USPTO patents with 853,638 reactions. The task is: Predict the reaction yield, written as a fraction of the theoretical maximum amount of product (1.0 means a 100% yield; for example, 0.34 means a 34% yield). The reactants are [CH3:1][N:2]([CH3:20])[C:3]1[CH:8]=[CH:7][C:6]([C:9](=[O:19])[CH:10]([CH3:18])/[CH:11]=[C:12](\[CH3:17])/[CH:13]=[CH:14]/[CH:15]=[O:16])=[CH:5][CH:4]=1.C[O:22]C1C=C(OC)C=C(OC)C=1.[O-]Cl=O.[Na+].CCOC(C)=O. The catalyst is CS(C)=O.O.CCCCCC.CC(O)=O. The product is [CH3:18][C@@H:10]([C:9]([C:6]1[CH:7]=[CH:8][C:3]([N:2]([CH3:1])[CH3:20])=[CH:4][CH:5]=1)=[O:19])/[CH:11]=[C:12](/[CH:13]=[CH:14]/[C:15]([OH:22])=[O:16])\[CH3:17]. The yield is 0.760.